From a dataset of Forward reaction prediction with 1.9M reactions from USPTO patents (1976-2016). Predict the product of the given reaction. (1) Given the reactants [N:1]1[C:10]2[CH:9]([NH:11][CH2:12][CH2:13][CH2:14][CH2:15][CH2:16][NH:17][C:18](=[O:24])[O:19][C:20]([CH3:23])([CH3:22])[CH3:21])[CH2:8][CH2:7][CH2:6][C:5]=2[CH:4]=[CH:3][CH:2]=1.[N:25]1[C:26]([CH:34]=O)=[CH:27][N:28]2[CH:33]=[CH:32][CH:31]=[CH:30][C:29]=12.C(O)(=O)C.C(O[BH-](OC(=O)C)OC(=O)C)(=O)C.[Na+].C(=O)([O-])[O-].[Na+].[Na+], predict the reaction product. The product is: [N:25]1[C:26]([CH2:34][N:11]([CH:9]2[C:10]3[N:1]=[CH:2][CH:3]=[CH:4][C:5]=3[CH2:6][CH2:7][CH2:8]2)[CH2:12][CH2:13][CH2:14][CH2:15][CH2:16][NH:17][C:18](=[O:24])[O:19][C:20]([CH3:21])([CH3:23])[CH3:22])=[CH:27][N:28]2[CH:33]=[CH:32][CH:31]=[CH:30][C:29]=12. (2) Given the reactants [F:1][C:2]([F:6])([F:5])[CH2:3][OH:4].[H-].[Na+].C(N=[CH:14][C:15]1[CH:16]=[C:17]2[C:22](=[CH:23][CH:24]=1)[N:21]=[CH:20][CH:19]=[C:18]2Cl)CCC.CN(C=[O:30])C, predict the reaction product. The product is: [F:1][C:2]([F:6])([F:5])[CH2:3][O:4][C:18]1[C:17]2[C:22](=[CH:23][CH:24]=[C:15]([CH:14]=[O:30])[CH:16]=2)[N:21]=[CH:20][CH:19]=1. (3) Given the reactants C(OC([NH:8][C:9]1[C:10]([NH:20][C:21]([C:23]2[CH:40]=[CH:39][C:26]([CH2:27][NH:28][C:29](=[O:38])[O:30][CH2:31][C:32]3[CH:33]=[N:34][CH:35]=[CH:36][CH:37]=3)=[CH:25][CH:24]=2)=[O:22])=[N:11][N:12]([C:14]2[CH:19]=[CH:18][CH:17]=[CH:16][CH:15]=2)[CH:13]=1)=O)(C)(C)C.Cl.O1CCOCC1, predict the reaction product. The product is: [NH2:8][C:9]1[C:10]([NH:20][C:21]([C:23]2[CH:40]=[CH:39][C:26]([CH2:27][NH:28][C:29](=[O:38])[O:30][CH2:31][C:32]3[CH:33]=[N:34][CH:35]=[CH:36][CH:37]=3)=[CH:25][CH:24]=2)=[O:22])=[N:11][N:12]([C:14]2[CH:19]=[CH:18][CH:17]=[CH:16][CH:15]=2)[CH:13]=1. (4) Given the reactants [CH3:1][O:2][C:3]1[CH:29]=[CH:28][C:6]2[N:7]=[C:8]([NH:10][C:11]3[CH:16]=[C:15]([CH2:17][C:18]4[CH:23]=[CH:22][CH:21]=[CH:20][CH:19]=4)[N:14]=[C:13](S(C)(=O)=O)[N:12]=3)[S:9][C:5]=2[CH:4]=1.[NH2:30][C@H:31]1[CH2:36][CH2:35][C@H:34]([OH:37])[CH2:33][CH2:32]1, predict the reaction product. The product is: [CH3:1][O:2][C:3]1[CH:29]=[CH:28][C:6]2[N:7]=[C:8]([NH:10][C:11]3[CH:16]=[C:15]([CH2:17][C:18]4[CH:19]=[CH:20][CH:21]=[CH:22][CH:23]=4)[N:14]=[C:13]([NH:30][C@H:31]4[CH2:36][CH2:35][C@H:34]([OH:37])[CH2:33][CH2:32]4)[N:12]=3)[S:9][C:5]=2[CH:4]=1. (5) Given the reactants [CH3:1][O:2][C:3]([CH2:5][C:6]1[CH:11]=[CH:10][C:9]([N:12]2[C:16]([S:17][CH2:18][CH2:19][CH3:20])=[C:15]([C:21]([OH:23])=O)[CH:14]=[N:13]2)=[CH:8][CH:7]=1)=[O:4].C(Cl)(=O)C(Cl)=O.[CH:30]1([NH2:36])[CH2:35][CH2:34][CH2:33][CH2:32][CH2:31]1.CCN(C(C)C)C(C)C, predict the reaction product. The product is: [CH:30]1([NH:36][C:21]([C:15]2[CH:14]=[N:13][N:12]([C:9]3[CH:8]=[CH:7][C:6]([CH2:5][C:3]([O:2][CH3:1])=[O:4])=[CH:11][CH:10]=3)[C:16]=2[S:17][CH2:18][CH2:19][CH3:20])=[O:23])[CH2:35][CH2:34][CH2:33][CH2:32][CH2:31]1. (6) Given the reactants [F-].C([N+](CCCC)(CCCC)CCCC)CCC.[Si]([O:26][CH2:27][C:28]1[CH:33]=[C:32]([O:34][CH2:35][CH3:36])[C:31]([C:37]2[C:42]([F:43])=[CH:41][C:40]([F:44])=[CH:39][N:38]=2)=[C:30]([O:45][CH2:46][CH3:47])[CH:29]=1)(C(C)(C)C)(C)C.O.C(OCC)(=O)C, predict the reaction product. The product is: [F:43][C:42]1[C:37]([C:31]2[C:30]([O:45][CH2:46][CH3:47])=[CH:29][C:28]([CH2:27][OH:26])=[CH:33][C:32]=2[O:34][CH2:35][CH3:36])=[N:38][CH:39]=[C:40]([F:44])[CH:41]=1. (7) Given the reactants [NH2:1][C@@H:2]1[CH2:6][CH2:5][C@H:4]([NH:7][C:8](=[O:17])[O:9][CH2:10][C:11]2[CH:16]=[CH:15][CH:14]=[CH:13][CH:12]=2)[CH2:3]1.Br[CH2:19][CH2:20][O:21][CH2:22][CH2:23]Br.C(N(CC)CC)C.C(OCC)(=O)C, predict the reaction product. The product is: [O:21]1[CH2:22][CH2:23][N:1]([C@@H:2]2[CH2:6][CH2:5][C@H:4]([NH:7][C:8](=[O:17])[O:9][CH2:10][C:11]3[CH:16]=[CH:15][CH:14]=[CH:13][CH:12]=3)[CH2:3]2)[CH2:19][CH2:20]1. (8) Given the reactants [Cl:1][C:2]1[CH:28]=[CH:27][C:5]([CH2:6][NH:7][C:8]2[N:12]([CH3:13])[C:11]3[CH:14]=[CH:15][C:16]([N:18]([C:20]4[CH:25]=[CH:24][N:23]=[C:22](Cl)[N:21]=4)[CH3:19])=[CH:17][C:10]=3[N:9]=2)=[CH:4][CH:3]=1.[CH3:29][NH:30][S:31]([CH2:34][CH2:35][C:36]1[CH:41]=[CH:40][C:39]([NH2:42])=[CH:38][CH:37]=1)(=[O:33])=[O:32], predict the reaction product. The product is: [ClH:1].[CH3:29][NH:30][S:31]([CH2:34][CH2:35][C:36]1[CH:37]=[CH:38][C:39]([NH:42][C:22]2[N:21]=[C:20]([N:18]([C:16]3[CH:15]=[CH:14][C:11]4[N:12]([CH3:13])[C:8]([NH:7][CH2:6][C:5]5[CH:27]=[CH:28][C:2]([Cl:1])=[CH:3][CH:4]=5)=[N:9][C:10]=4[CH:17]=3)[CH3:19])[CH:25]=[CH:24][N:23]=2)=[CH:40][CH:41]=1)(=[O:32])=[O:33].